Dataset: Full USPTO retrosynthesis dataset with 1.9M reactions from patents (1976-2016). Task: Predict the reactants needed to synthesize the given product. (1) Given the product [OH:26][OH:27].[NH:17]1[C:21]2[CH:22]=[CH:23][CH:24]=[CH:25][C:20]=2[N:19]=[N:18]1.[P:1](=[O:2])([OH:5])([OH:4])[OH:3], predict the reactants needed to synthesize it. The reactants are: [P:1]([O-:5])([O-:4])([OH:3])=[O:2].[NH4+].[NH4+].N(CC(O)=O)CC(O)=O.[NH:17]1[C:21]2[CH:22]=[CH:23][CH:24]=[CH:25][C:20]=2[N:19]=[N:18]1.[OH:26][OH:27]. (2) Given the product [NH2:20][C:21]1[N:29]=[C:28]([CH2:30][O:31][CH3:32])[CH:27]=[CH:26][C:22]=1[C:23]([NH:17][CH2:16][C:14]1[O:15][C:11]2[CH:10]=[C:9]([O:8][CH2:1][C:2]3[CH:3]=[CH:4][CH:5]=[CH:6][CH:7]=3)[CH:19]=[CH:18][C:12]=2[CH:13]=1)=[O:24], predict the reactants needed to synthesize it. The reactants are: [CH2:1]([O:8][C:9]1[CH:19]=[CH:18][C:12]2[CH:13]=[C:14]([CH2:16][NH2:17])[O:15][C:11]=2[CH:10]=1)[C:2]1[CH:7]=[CH:6][CH:5]=[CH:4][CH:3]=1.[NH2:20][C:21]1[N:29]=[C:28]([CH2:30][O:31][CH3:32])[CH:27]=[CH:26][C:22]=1[C:23](O)=[O:24].C(N(CC)CC)C.F[P-](F)(F)(F)(F)F.N1(O[P+](N(C)C)(N(C)C)N(C)C)C2C=CC=CC=2N=N1. (3) Given the product [Cl:1][C:2]1[CH:3]=[C:4]([CH2:9][CH2:10][CH2:11][NH:13][CH:14]2[CH2:22][CH2:21][C:20]3[C:16](=[CH:17][N:18]([C:23]4[C:32]5[C:27](=[CH:28][CH:29]=[C:30]([O:33][CH3:34])[N:31]=5)[N:26]=[CH:25][CH:24]=4)[N:19]=3)[CH2:15]2)[CH:5]=[CH:6][C:7]=1[Cl:8], predict the reactants needed to synthesize it. The reactants are: [Cl:1][C:2]1[CH:3]=[C:4]([CH2:9][CH2:10][C:11]([NH:13][CH:14]2[CH2:22][CH2:21][C:20]3[C:16](=[CH:17][N:18]([C:23]4[C:32]5[C:27](=[CH:28][CH:29]=[C:30]([O:33][CH3:34])[N:31]=5)[N:26]=[CH:25][CH:24]=4)[N:19]=3)[CH2:15]2)=O)[CH:5]=[CH:6][C:7]=1[Cl:8].CC(C[AlH]CC(C)C)C.C(C(C(C([O-])=O)O)O)([O-])=O.[Na+].[K+].O. (4) The reactants are: [CH2:1]([O:8][C:9]([NH:11][C@@H:12]1[CH2:17][N:16]([C:18]([O:20][C:21]([CH3:24])([CH3:23])[CH3:22])=[O:19])[CH2:15][C@H:14](C(O)=O)[CH2:13]1)=[O:10])[C:2]1[CH:7]=[CH:6][CH:5]=[CH:4][CH:3]=1.C(N1C=CN=C1)(N1C=CN=C1)=O.[CH2:40]([O:42][C:43](=[O:48])[CH2:44][C:45]([K])=[O:46])[CH3:41].[Cl-].[Mg+2].[Cl-]. Given the product [CH2:1]([O:8][C:9]([NH:11][C@H:12]1[CH2:13][C@@H:14]([C:45](=[O:46])[CH2:44][C:43]([O:42][CH2:40][CH3:41])=[O:48])[CH2:15][N:16]([C:18]([O:20][C:21]([CH3:24])([CH3:22])[CH3:23])=[O:19])[CH2:17]1)=[O:10])[C:2]1[CH:3]=[CH:4][CH:5]=[CH:6][CH:7]=1, predict the reactants needed to synthesize it. (5) Given the product [OH:15][C:14]1[N:9]([CH2:8][CH2:7][C:1]2[CH:2]=[CH:3][CH:4]=[CH:5][CH:6]=2)[C:10](=[O:24])[N:11]([CH2:17][C:18]2[CH:23]=[CH:22][CH:21]=[CH:20][CH:19]=2)[C:12](=[O:16])[C:13]=1[C:35]([NH:34][CH2:37][C:38]([OH:40])=[O:39])=[O:36], predict the reactants needed to synthesize it. The reactants are: [C:1]1([CH2:7][CH2:8][N:9]2[C:14](=[O:15])[CH2:13][C:12](=[O:16])[N:11]([CH2:17][C:18]3[CH:23]=[CH:22][CH:21]=[CH:20][CH:19]=3)[C:10]2=[O:24])[CH:6]=[CH:5][CH:4]=[CH:3][CH:2]=1.C(N(C(C)C)CC)(C)C.[N:34]([CH2:37][C:38]([O:40]CC)=[O:39])=[C:35]=[O:36]. (6) Given the product [CH:9]1[C:17]2[C:16]3[CH:18]=[CH:19][CH:20]=[CH:21][C:15]=3[S:14][C:13]=2[C:12]([C:22]2[CH:23]=[C:24]([C:5]3[N:4]=[CH:3][C:2]([C:42]4[CH:43]=[CH:26][CH:27]=[C:22]([C:12]5[C:13]6[S:14][C:15]7[CH:21]=[CH:20][CH:19]=[CH:18][C:16]=7[C:17]=6[CH:9]=[CH:10][CH:11]=5)[CH:41]=4)=[CH:7][N:6]=3)[CH:25]=[CH:26][CH:27]=2)=[CH:11][CH:10]=1, predict the reactants needed to synthesize it. The reactants are: Br[C:2]1[CH:3]=[N:4][C:5](Cl)=[N:6][CH:7]=1.[CH:9]1[C:17]2[C:16]3[CH:18]=[CH:19][CH:20]=[CH:21][C:15]=3[S:14][C:13]=2[C:12]([C:22]2[CH:23]=[C:24](B(O)O)[CH:25]=[CH:26][CH:27]=2)=[CH:11][CH:10]=1.C(=O)([O-])[O-].[Na+].[Na+].CN1[CH2:43][CH2:42][CH2:41]N(C)C1=O.